Predict the reactants needed to synthesize the given product. From a dataset of Full USPTO retrosynthesis dataset with 1.9M reactions from patents (1976-2016). Given the product [CH3:24][O:25][C:26]1[CH:31]=[CH:30][CH:29]=[CH:28][C:27]=1[N:32]1[CH2:33][CH2:34][N:35]([CH2:38][CH2:39][CH2:40][CH2:41][NH:42][C:10]([C:2]2[NH:1][C:9]3[C:4]([CH:3]=2)=[CH:5][CH:6]=[CH:7][CH:8]=3)=[O:12])[CH2:36][CH2:37]1, predict the reactants needed to synthesize it. The reactants are: [NH:1]1[C:9]2[C:4](=[CH:5][CH:6]=[CH:7][CH:8]=2)[CH:3]=[C:2]1[C:10]([OH:12])=O.C(N=C=NCCCN(C)C)C.[CH3:24][O:25][C:26]1[CH:31]=[CH:30][CH:29]=[CH:28][C:27]=1[N:32]1[CH2:37][CH2:36][N:35]([CH2:38][CH2:39][CH2:40][CH2:41][NH2:42])[CH2:34][CH2:33]1.